This data is from Reaction yield outcomes from USPTO patents with 853,638 reactions. The task is: Predict the reaction yield, written as a fraction of the theoretical maximum amount of product (1.0 means a 100% yield; for example, 0.34 means a 34% yield). (1) The reactants are [C:1]([Cl:4])(Cl)=[O:2].[F:5][C:6]([F:17])([F:16])[O:7][CH2:8][CH2:9][N:10]1[CH2:14][CH2:13][NH:12][C:11]1=[O:15].N1C=CC=CC=1. The catalyst is C(Cl)Cl. The product is [O:15]=[C:11]1[N:10]([CH2:9][CH2:8][O:7][C:6]([F:17])([F:5])[F:16])[CH2:14][CH2:13][N:12]1[C:1]([Cl:4])=[O:2]. The yield is 1.00. (2) The reactants are [Cl-].[Al+3].[Cl-].[Cl-].[Cl-].[Na+].[O:7]1[C:16]2[C:11](=[CH:12][CH:13]=[CH:14][CH:15]=2)[C:10](=[O:17])[CH2:9][CH2:8]1. The catalyst is C(Cl)Cl. The product is [OH:7][C:16]1[CH:15]=[CH:14][CH:13]=[C:12]2[C:11]=1[C:10](=[O:17])[CH2:9][CH2:8]2. The yield is 0.752. (3) The reactants are Br[C:2]1[S:6][C:5]([C:7]([N:9]([C:11]2[CH:16]=[CH:15][CH:14]=[C:13]([O:17][CH3:18])[CH:12]=2)[CH3:10])=[O:8])=[CH:4][CH:3]=1.[CH3:19][O:20][C:21]1[CH:26]=[CH:25][CH:24]=[CH:23][C:22]=1B(O)O. The catalyst is [Pd].C1(P(C2C=CC=CC=2)C2C=CC=CC=2)C=CC=CC=1.C1(P(C2C=CC=CC=2)C2C=CC=CC=2)C=CC=CC=1.C1(P(C2C=CC=CC=2)C2C=CC=CC=2)C=CC=CC=1.C1(P(C2C=CC=CC=2)C2C=CC=CC=2)C=CC=CC=1. The product is [CH3:19][O:20][C:21]1[CH:26]=[CH:25][CH:24]=[CH:23][C:22]=1[C:2]1[S:6][C:5]([C:7]([N:9]([C:11]2[CH:16]=[CH:15][CH:14]=[C:13]([O:17][CH3:18])[CH:12]=2)[CH3:10])=[O:8])=[CH:4][CH:3]=1. The yield is 0.960.